This data is from Catalyst prediction with 721,799 reactions and 888 catalyst types from USPTO. The task is: Predict which catalyst facilitates the given reaction. (1) The catalyst class is: 12. Product: [ClH:51].[O:1]1[CH2:6][CH2:5][N:4]([CH2:7][CH2:8][NH:9][C:10](=[O:50])[C@H:11]([CH:47]([CH3:49])[CH3:48])[CH2:12][C@H:13]([OH:46])[C@@H:14]([NH2:38])[CH2:15][C@@H:16]([CH:35]([CH3:37])[CH3:36])[CH2:17][C:18]2[CH:23]=[CH:22][C:21]([O:24][CH2:25][CH2:26][CH2:27][OH:28])=[C:20]([O:29][CH2:30][CH2:31][CH2:32][O:33][CH3:34])[CH:19]=2)[CH2:3][CH2:2]1. Reactant: [O:1]1[CH2:6][CH2:5][N:4]([CH2:7][CH2:8][NH:9][C:10](=[O:50])[C@H:11]([CH:47]([CH3:49])[CH3:48])[CH2:12][C@H:13]([OH:46])[C@@H:14]([NH:38]C(OC(C)(C)C)=O)[CH2:15][C@@H:16]([CH:35]([CH3:37])[CH3:36])[CH2:17][C:18]2[CH:23]=[CH:22][C:21]([O:24][CH2:25][CH2:26][CH2:27][OH:28])=[C:20]([O:29][CH2:30][CH2:31][CH2:32][O:33][CH3:34])[CH:19]=2)[CH2:3][CH2:2]1.[ClH:51]. (2) Reactant: [N:1]1([C:10]2[CH:15]=[CH:14][N:13]=[C:12]([NH:16][CH:17]3[CH2:22][CH2:21][CH2:20][NH:19][CH2:18]3)[N:11]=2)[C:5]2[CH:6]=[CH:7][CH:8]=[CH:9][C:4]=2[N:3]=[N:2]1.[CH3:23][S:24](Cl)(=[O:26])=[O:25]. Product: [N:1]1([C:10]2[CH:15]=[CH:14][N:13]=[C:12]([NH:16][CH:17]3[CH2:22][CH2:21][CH2:20][N:19]([S:24]([CH3:23])(=[O:26])=[O:25])[CH2:18]3)[N:11]=2)[C:5]2[CH:6]=[CH:7][CH:8]=[CH:9][C:4]=2[N:3]=[N:2]1. The catalyst class is: 2. (3) Reactant: [F:1][C:2]([F:22])([F:21])[C:3]1[CH:20]=[CH:19][CH:18]=[CH:17][C:4]=1[O:5][CH:6]1[CH2:9][N:8](C(OC(C)(C)C)=O)[CH2:7]1.[ClH:23].O1CCOCC1. Product: [ClH:23].[F:22][C:2]([F:1])([F:21])[C:3]1[CH:20]=[CH:19][CH:18]=[CH:17][C:4]=1[O:5][CH:6]1[CH2:9][NH:8][CH2:7]1. The catalyst class is: 4.